This data is from Reaction yield outcomes from USPTO patents with 853,638 reactions. The task is: Predict the reaction yield, written as a fraction of the theoretical maximum amount of product (1.0 means a 100% yield; for example, 0.34 means a 34% yield). The reactants are [C:1]([NH:8][C@H:9]([C:18]([OH:20])=[O:19])[CH2:10][C:11]1[CH:16]=[CH:15][C:14]([OH:17])=[CH:13][CH:12]=1)([O:3][C:4]([CH3:7])([CH3:6])[CH3:5])=[O:2].C[O-].[Na+].CO.[CH2:26](Br)[C:27]1[CH:32]=[CH:31][CH:30]=[CH:29][CH:28]=1.O. The catalyst is CO. The product is [C:1]([NH:8][C@H:9]([C:18]([OH:20])=[O:19])[CH2:10][C:11]1[CH:12]=[CH:13][C:14]([O:17][CH2:26][C:27]2[CH:32]=[CH:31][CH:30]=[CH:29][CH:28]=2)=[CH:15][CH:16]=1)([O:3][C:4]([CH3:5])([CH3:7])[CH3:6])=[O:2]. The yield is 0.950.